From a dataset of Forward reaction prediction with 1.9M reactions from USPTO patents (1976-2016). Predict the product of the given reaction. (1) Given the reactants [SH:1][CH:2]([CH2:6][C:7]([OH:9])=[O:8])[C:3]([OH:5])=[O:4].C(OC([NH:17][C:18](=[NH:48])[C:19]1[S:23][C:22]([S:24][CH3:25])=[C:21]([S:26]([C:29]2[CH:30]=[C:31]([C:35]3[C:40]([CH3:41])=[CH:39][CH:38]=[CH:37][C:36]=3[CH2:42]OS(C)(=O)=O)[CH:32]=[CH:33][CH:34]=2)(=[O:28])=[O:27])[CH:20]=1)=O)(C)(C)C.C(N(CC)CC)C.C(Cl)(Cl)Cl.[F:60][C:61]([F:66])([F:65])[C:62]([OH:64])=[O:63], predict the reaction product. The product is: [F:60][C:61]([F:66])([F:65])[C:62]([OH:64])=[O:63].[C:18]([C:19]1[S:23][C:22]([S:24][CH3:25])=[C:21]([S:26]([C:29]2[CH:30]=[C:31]([C:35]3[C:40]([CH3:41])=[CH:39][CH:38]=[CH:37][C:36]=3[CH2:42][S:1][CH:2]([CH2:6][C:7]([OH:9])=[O:8])[C:3]([OH:5])=[O:4])[CH:32]=[CH:33][CH:34]=2)(=[O:27])=[O:28])[CH:20]=1)(=[NH:17])[NH2:48]. (2) The product is: [C:14]1([C:23]2[CH:24]=[CH:25][CH:26]=[CH:27][CH:28]=2)[CH:15]=[CH:16][C:17]([CH2:20][CH:2]2[C:9]3[CH:8]=[C:7]([C:10]([O:12][CH3:13])=[O:11])[NH:6][C:5]=3[CH2:4][CH2:3]2)=[CH:18][CH:19]=1. Given the reactants O=[C:2]1[C:9]2[CH:8]=[C:7]([C:10]([O:12][CH3:13])=[O:11])[NH:6][C:5]=2[CH2:4][CH2:3]1.[C:14]1([C:23]2[CH:28]=[CH:27][CH:26]=[CH:25][CH:24]=2)[CH:19]=[CH:18][C:17]([CH2:20][Mg]Br)=[CH:16][CH:15]=1, predict the reaction product. (3) Given the reactants [C:1]([O:5][C:6]([NH:8][C:9](=[N:32][C:33]([O:35][C:36]([CH3:39])([CH3:38])[CH3:37])=[O:34])[NH:10][C:11]1[CH:31]=[CH:30][C:14]([C:15]([O:17][C:18]2[CH:23]=[CH:22][C:21]([CH2:24][CH2:25][CH2:26][C:27](O)=[O:28])=[CH:20][CH:19]=2)=[O:16])=[CH:13][CH:12]=1)=[O:7])([CH3:4])([CH3:3])[CH3:2].Cl.[C:41]([O:45][C:46]1[CH:61]=[CH:60][C:49]([CH2:50][C@@H:51]([C:53]([O:55][C:56]([CH3:59])([CH3:58])[CH3:57])=[O:54])[NH2:52])=[CH:48][CH:47]=1)([CH3:44])([CH3:43])[CH3:42].Cl.CN(C)CCCN=C=NCC.N1(O)C2C=CC=CC=2N=N1, predict the reaction product. The product is: [C:36]([O:35][C:33]([NH:32][C:9](=[N:8][C:6]([O:5][C:1]([CH3:4])([CH3:3])[CH3:2])=[O:7])[NH:10][C:11]1[CH:12]=[CH:13][C:14]([C:15]([O:17][C:18]2[CH:19]=[CH:20][C:21]([CH2:24][CH2:25][CH2:26][C:27]([NH:52][C@H:51]([C:53]([O:55][C:56]([CH3:59])([CH3:58])[CH3:57])=[O:54])[CH2:50][C:49]3[CH:60]=[CH:61][C:46]([O:45][C:41]([CH3:43])([CH3:42])[CH3:44])=[CH:47][CH:48]=3)=[O:28])=[CH:22][CH:23]=2)=[O:16])=[CH:30][CH:31]=1)=[O:34])([CH3:38])([CH3:39])[CH3:37]. (4) Given the reactants [CH3:1][C:2]1[O:6][C:5]([C:7]2[C:8]3[NH:16][N:15]=[N:14][C:9]=3[N:10]=[C:11]([NH2:13])[N:12]=2)=[CH:4][CH:3]=1.Br[CH2:18][C:19]1[CH:24]=[CH:23][CH:22]=[C:21]([CH2:25][O:26][CH2:27][CH:28]2[CH2:32][CH2:31][CH2:30][O:29]2)[N:20]=1, predict the reaction product. The product is: [O:29]1[CH2:30][CH2:31][CH2:32][CH:28]1[CH2:27][O:26][CH2:25][C:21]1[N:20]=[C:19]([CH2:18][N:14]2[C:9]3[N:10]=[C:11]([NH2:13])[N:12]=[C:7]([C:5]4[O:6][C:2]([CH3:1])=[CH:3][CH:4]=4)[C:8]=3[N:16]=[N:15]2)[CH:24]=[CH:23][CH:22]=1.